From a dataset of Reaction yield outcomes from USPTO patents with 853,638 reactions. Predict the reaction yield, written as a fraction of the theoretical maximum amount of product (1.0 means a 100% yield; for example, 0.34 means a 34% yield). (1) The reactants are [CH2:1]([O:3][C:4](=[O:39])[CH2:5][CH2:6][CH2:7][O:8][C:9]1[CH:14]=[CH:13][CH:12]=[C:11]([CH2:15][CH2:16][CH2:17][CH2:18][CH2:19][CH2:20][O:21][C:22]2[CH:27]=[C:26]([O:28][CH2:29][CH3:30])[CH:25]=[C:24](Br)[CH:23]=2)[C:10]=1[CH2:32][CH2:33][C:34]([O:36][CH2:37][CH3:38])=[O:35])[CH3:2].[CH3:40][S:41]([C:44]1[CH:49]=[CH:48][C:47](B(O)O)=[CH:46][CH:45]=1)(=[O:43])=[O:42].C(=O)([O-])[O-].[Cs+].[Cs+]. The catalyst is C1C=CC(P(C2C=CC=CC=2)[C-]2C=CC=C2)=CC=1.C1C=CC(P(C2C=CC=CC=2)[C-]2C=CC=C2)=CC=1.Cl[Pd]Cl.[Fe+2]. The product is [CH2:1]([O:3][C:4](=[O:39])[CH2:5][CH2:6][CH2:7][O:8][C:9]1[CH:14]=[CH:13][CH:12]=[C:11]([CH2:15][CH2:16][CH2:17][CH2:18][CH2:19][CH2:20][O:21][C:22]2[CH:23]=[C:24]([C:47]3[CH:48]=[CH:49][C:44]([S:41]([CH3:40])(=[O:43])=[O:42])=[CH:45][CH:46]=3)[CH:25]=[C:26]([O:28][CH2:29][CH3:30])[CH:27]=2)[C:10]=1[CH2:32][CH2:33][C:34]([O:36][CH2:37][CH3:38])=[O:35])[CH3:2]. The yield is 0.170. (2) The reactants are [NH2:1][C:2]1[C:11]2[CH:10]=[CH:9][CH:8]=[C:7](Br)[C:6]=2[N:5]=[C:4]2[CH2:13][N:14]([CH:17]3[CH2:20][CH2:19][CH2:18]3)[C:15](=[O:16])[C:3]=12.[F:21][C:22]1[N:27]=[C:26]([CH3:28])[C:25](B(O)O)=[CH:24][CH:23]=1. No catalyst specified. The product is [NH2:1][C:2]1[C:11]2[CH:10]=[CH:9][CH:8]=[C:7]([C:25]3[C:26]([CH3:28])=[N:27][C:22]([F:21])=[CH:23][CH:24]=3)[C:6]=2[N:5]=[C:4]2[CH2:13][N:14]([CH:17]3[CH2:20][CH2:19][CH2:18]3)[C:15](=[O:16])[C:3]=12. The yield is 0.670.